Dataset: NCI-60 drug combinations with 297,098 pairs across 59 cell lines. Task: Regression. Given two drug SMILES strings and cell line genomic features, predict the synergy score measuring deviation from expected non-interaction effect. (1) Drug 1: CC1OCC2C(O1)C(C(C(O2)OC3C4COC(=O)C4C(C5=CC6=C(C=C35)OCO6)C7=CC(=C(C(=C7)OC)O)OC)O)O. Drug 2: C1=NC(=NC(=O)N1C2C(C(C(O2)CO)O)O)N. Cell line: ACHN. Synergy scores: CSS=60.7, Synergy_ZIP=-2.15, Synergy_Bliss=-0.903, Synergy_Loewe=2.22, Synergy_HSA=3.64. (2) Drug 1: CC1C(C(CC(O1)OC2CC(CC3=C2C(=C4C(=C3O)C(=O)C5=C(C4=O)C(=CC=C5)OC)O)(C(=O)C)O)N)O.Cl. Drug 2: CCCCCOC(=O)NC1=NC(=O)N(C=C1F)C2C(C(C(O2)C)O)O. Cell line: A498. Synergy scores: CSS=32.9, Synergy_ZIP=-1.78, Synergy_Bliss=2.16, Synergy_Loewe=2.63, Synergy_HSA=3.04. (3) Drug 1: CC12CCC(CC1=CCC3C2CCC4(C3CC=C4C5=CN=CC=C5)C)O. Drug 2: CC1=C2C(C(=O)C3(C(CC4C(C3C(C(C2(C)C)(CC1OC(=O)C(C(C5=CC=CC=C5)NC(=O)OC(C)(C)C)O)O)OC(=O)C6=CC=CC=C6)(CO4)OC(=O)C)O)C)O. Cell line: RPMI-8226. Synergy scores: CSS=90.3, Synergy_ZIP=17.5, Synergy_Bliss=15.5, Synergy_Loewe=-5.50, Synergy_HSA=15.2. (4) Drug 1: CCC1(CC2CC(C3=C(CCN(C2)C1)C4=CC=CC=C4N3)(C5=C(C=C6C(=C5)C78CCN9C7C(C=CC9)(C(C(C8N6C)(C(=O)OC)O)OC(=O)C)CC)OC)C(=O)OC)O.OS(=O)(=O)O. Drug 2: C1C(C(OC1N2C=NC3=C2NC=NCC3O)CO)O. Cell line: MALME-3M. Synergy scores: CSS=-1.91, Synergy_ZIP=-0.514, Synergy_Bliss=-1.75, Synergy_Loewe=-0.549, Synergy_HSA=-1.86. (5) Drug 1: CC1=C(C(CCC1)(C)C)C=CC(=CC=CC(=CC(=O)O)C)C. Drug 2: C#CCC(CC1=CN=C2C(=N1)C(=NC(=N2)N)N)C3=CC=C(C=C3)C(=O)NC(CCC(=O)O)C(=O)O. Cell line: ACHN. Synergy scores: CSS=39.1, Synergy_ZIP=-4.86, Synergy_Bliss=-11.5, Synergy_Loewe=-28.1, Synergy_HSA=-10.2. (6) Drug 1: CC1C(C(CC(O1)OC2CC(OC(C2O)C)OC3=CC4=CC5=C(C(=O)C(C(C5)C(C(=O)C(C(C)O)O)OC)OC6CC(C(C(O6)C)O)OC7CC(C(C(O7)C)O)OC8CC(C(C(O8)C)O)(C)O)C(=C4C(=C3C)O)O)O)O. Drug 2: COCCOC1=C(C=C2C(=C1)C(=NC=N2)NC3=CC=CC(=C3)C#C)OCCOC.Cl. Cell line: SF-268. Synergy scores: CSS=52.6, Synergy_ZIP=0.438, Synergy_Bliss=0.253, Synergy_Loewe=-0.389, Synergy_HSA=-0.495. (7) Drug 1: C1=NC2=C(N=C(N=C2N1C3C(C(C(O3)CO)O)O)F)N. Synergy scores: CSS=0.310, Synergy_ZIP=-1.70, Synergy_Bliss=-2.57, Synergy_Loewe=-0.297, Synergy_HSA=-1.32. Drug 2: CN1C2=C(C=C(C=C2)N(CCCl)CCCl)N=C1CCCC(=O)O.Cl. Cell line: NCI-H460.